Task: Predict the reactants needed to synthesize the given product.. Dataset: Full USPTO retrosynthesis dataset with 1.9M reactions from patents (1976-2016) (1) Given the product [Cl:9][C:10]1[CH:15]=[CH:14][C:13]([CH:16]2[CH2:21][CH2:20][CH2:19][N:18]([C:37]([C:36]3[CH:40]=[CH:41][N:42]=[C:34]([N:33]([CH3:43])[CH3:32])[CH:35]=3)=[O:38])[CH2:17]2)=[C:12]([O:22][CH2:23][CH3:24])[CH:11]=1, predict the reactants needed to synthesize it. The reactants are: CCCP(O)(O)=O.Cl.[Cl:9][C:10]1[CH:15]=[CH:14][C:13]([CH:16]2[CH2:21][CH2:20][CH2:19][NH:18][CH2:17]2)=[C:12]([O:22][CH2:23][CH3:24])[CH:11]=1.C(N(CC)CC)C.[CH3:32][N:33]([CH3:43])[C:34]1[CH:35]=[C:36]([CH:40]=[CH:41][N:42]=1)[C:37](O)=[O:38]. (2) Given the product [CH:1]1[CH2:6][CH2:5][CH2:4][CH2:3][CH:2]=1.[CH:8]1([OH:24])[CH2:13][CH2:12][CH2:11][CH2:10][CH2:9]1.[NH3:7], predict the reactants needed to synthesize it. The reactants are: [CH:1]1([NH2:7])[CH2:6][CH2:5][CH2:4][CH2:3][CH2:2]1.[C:8]1(=NO)[CH2:13][CH2:12][CH2:11][CH2:10][CH2:9]1.NC1C=CC=CC=1.[N+](C1C=CC=CC=1)([O-])=[O:24].[N+](C1CCCCC1)([O-])=O. (3) Given the product [Br:1][C:2]1[CH:3]=[C:4]2[C:12]([C:11]3[CH:10]=[CH:9][C:8]([C:18](=[O:20])[CH2:19][O:58][C:56]([CH:55]4[CH2:59][C:60]5([CH2:62][CH2:64]5)[CH2:61][N:54]4[C:44]([O:46][CH2:47][C:48]4[CH:49]=[CH:50][CH:51]=[CH:52][CH:53]=4)=[O:45])=[O:57])=[CH:7][C:6]=3[C:5]2([F:17])[F:16])=[CH:13][CH:14]=1, predict the reactants needed to synthesize it. The reactants are: [Br:1][C:2]1[CH:14]=[CH:13][C:12]2[C:11]3[C:6](=[CH:7][C:8](Br)=[CH:9][CH:10]=3)[C:5]([F:17])([F:16])[C:4]=2[CH:3]=1.[CH2:18]([O:20]C=C[Sn](CCCC)(CCCC)CCCC)[CH3:19].BrN1C(=O)CCC1=O.[C:44]([N:54]1[CH2:61][CH:60]([CH:62]2[CH2:64]C2)[CH2:59][C@H:55]1[C:56]([OH:58])=[O:57])([O:46][CH2:47][C:48]1[CH:53]=[CH:52][CH:51]=[CH:50][CH:49]=1)=[O:45].CCN(C(C)C)C(C)C. (4) The reactants are: [S:1]1[CH:5]=[CH:4][CH:3]=[C:2]1[C:6]1[O:10][N:9]=[C:8]([C:11]([O:13]CC)=O)[CH:7]=1.[CH:16]1([NH2:19])[CH2:18][CH2:17]1.O. Given the product [CH:16]1([NH:19][C:11]([C:8]2[CH:7]=[C:6]([C:2]3[S:1][CH:5]=[CH:4][CH:3]=3)[O:10][N:9]=2)=[O:13])[CH2:18][CH2:17]1, predict the reactants needed to synthesize it. (5) Given the product [NH2:13][C:5]1[CH:6]=[CH:7][CH:8]=[C:9]2[C:4]=1[C:3](=[O:16])[N:2]([CH3:1])[C:10]2([CH3:12])[CH3:11], predict the reactants needed to synthesize it. The reactants are: [CH3:1][N:2]1[C:10]([CH3:12])([CH3:11])[C:9]2[C:4](=[C:5]([N+:13]([O-])=O)[CH:6]=[CH:7][CH:8]=2)[C:3]1=[O:16]. (6) Given the product [CH3:11][O:12][C:13]([C:15]1[C:19]([NH:20][C:8]([C:6]2[CH:5]=[CH:4][CH:3]=[C:2]([Br:1])[N:7]=2)=[O:10])=[CH:18][N:17]([CH3:21])[N:16]=1)=[O:14], predict the reactants needed to synthesize it. The reactants are: [Br:1][C:2]1[N:7]=[C:6]([C:8]([OH:10])=O)[CH:5]=[CH:4][CH:3]=1.[CH3:11][O:12][C:13]([C:15]1[C:19]([NH2:20])=[CH:18][N:17]([CH3:21])[N:16]=1)=[O:14].C(N(C(C)C)C(C)C)C.ClP(N1CCOC1=O)(N1CCOC1=O)=O. (7) Given the product [C:31]([C:28]1([C:24]2[CH:23]=[C:22]([CH:27]=[CH:26][CH:25]=2)[C:21]([NH:20][C:14]2[CH:15]=[CH:16][C:17]([O:18][CH3:19])=[C:12]([O:11][C:9]3[CH:8]=[CH:7][C:5]4[N:6]=[C:2]([NH:1][C:37]([CH:34]5[CH2:36][CH2:35]5)=[O:38])[S:3][C:4]=4[CH:10]=3)[CH:13]=2)=[O:33])[CH2:30][CH2:29]1)#[N:32], predict the reactants needed to synthesize it. The reactants are: [NH2:1][C:2]1[S:3][C:4]2[CH:10]=[C:9]([O:11][C:12]3[CH:13]=[C:14]([NH:20][C:21](=[O:33])[C:22]4[CH:27]=[CH:26][CH:25]=[C:24]([C:28]5([C:31]#[N:32])[CH2:30][CH2:29]5)[CH:23]=4)[CH:15]=[CH:16][C:17]=3[O:18][CH3:19])[CH:8]=[CH:7][C:5]=2[N:6]=1.[CH:34]1([C:37](Cl)=[O:38])[CH2:36][CH2:35]1.O. (8) Given the product [Br:2][C:3]1[CH:4]=[C:5]([C:9]([NH:11][CH:12]2[CH2:13][CH2:14][N:15]([C:19]3[S:20][CH:21]=[CH:22][N:23]=3)[CH2:16][CH2:17]2)=[O:10])[NH:6][C:7]=1[CH3:8], predict the reactants needed to synthesize it. The reactants are: Cl.[Br:2][C:3]1[CH:4]=[C:5]([C:9]([NH:11][CH:12]2[CH2:17][CH2:16][NH:15][CH2:14][CH2:13]2)=[O:10])[NH:6][C:7]=1[CH3:8].Br[C:19]1[S:20][CH:21]=[CH:22][N:23]=1. (9) Given the product [NH2:15][C:14]1[CH:13]=[CH:12][C:6]([C:7]([NH:9][CH2:10][CH3:11])=[O:8])=[CH:5][C:4]=1[O:3][CH2:1][CH3:2], predict the reactants needed to synthesize it. The reactants are: [CH2:1]([O:3][C:4]1[CH:5]=[C:6]([CH:12]=[CH:13][C:14]=1[N+:15]([O-])=O)[C:7]([NH:9][CH2:10][CH3:11])=[O:8])[CH3:2].